Regression. Given two drug SMILES strings and cell line genomic features, predict the synergy score measuring deviation from expected non-interaction effect. From a dataset of NCI-60 drug combinations with 297,098 pairs across 59 cell lines. (1) Drug 1: CN1CCC(CC1)COC2=C(C=C3C(=C2)N=CN=C3NC4=C(C=C(C=C4)Br)F)OC. Drug 2: C1CC(=O)NC(=O)C1N2CC3=C(C2=O)C=CC=C3N. Cell line: OVCAR-5. Synergy scores: CSS=25.3, Synergy_ZIP=-4.96, Synergy_Bliss=1.41, Synergy_Loewe=1.32, Synergy_HSA=3.48. (2) Drug 1: C1=C(C(=O)NC(=O)N1)F. Drug 2: CCCS(=O)(=O)NC1=C(C(=C(C=C1)F)C(=O)C2=CNC3=C2C=C(C=N3)C4=CC=C(C=C4)Cl)F. Cell line: SF-295. Synergy scores: CSS=31.8, Synergy_ZIP=-0.325, Synergy_Bliss=-0.412, Synergy_Loewe=-2.36, Synergy_HSA=0.125. (3) Drug 1: C1=CC(=CC=C1C#N)C(C2=CC=C(C=C2)C#N)N3C=NC=N3. Drug 2: COCCOC1=C(C=C2C(=C1)C(=NC=N2)NC3=CC=CC(=C3)C#C)OCCOC.Cl. Cell line: UO-31. Synergy scores: CSS=21.4, Synergy_ZIP=4.87, Synergy_Bliss=6.57, Synergy_Loewe=-23.7, Synergy_HSA=5.74.